From a dataset of Reaction yield outcomes from USPTO patents with 853,638 reactions. Predict the reaction yield, written as a fraction of the theoretical maximum amount of product (1.0 means a 100% yield; for example, 0.34 means a 34% yield). (1) The reactants are [F:1][C:2]1([F:35])[CH2:3][CH2:4][N:5]([C:18](=[O:34])[C:19]2[CH:24]=[CH:23][C:22]([O:25][CH2:26][C@H:27]([F:29])[CH3:28])=[CH:21][C:20]=2[C:30]([F:33])([F:32])[F:31])[C:6]2[CH:16]=[CH:15][C:14]([F:17])=[CH:13][C:7]=2/[C:8]/1=[CH:9]/[C:10](O)=[O:11].S(Cl)(Cl)=O.FC1(F)CCN(C(=O)C2C=CC(OC[C@H](F)C)=CC=2C(F)(F)F)C2C=CC(F)=CC=2/C/1=C/C(Cl)=O.[NH2:75][CH2:76][CH2:77][OH:78]. The catalyst is C(#N)C.O.CN(C)C=O.C(OCC)(=O)C. The product is [OH:78][CH2:77][CH2:76][NH:75][C:10](=[O:11])/[CH:9]=[C:8]1\[C:2]([F:35])([F:1])[CH2:3][CH2:4][N:5]([C:18](=[O:34])[C:19]2[CH:24]=[CH:23][C:22]([O:25][CH2:26][C@H:27]([F:29])[CH3:28])=[CH:21][C:20]=2[C:30]([F:31])([F:32])[F:33])[C:6]2[CH:16]=[CH:15][C:14]([F:17])=[CH:13][C:7]\1=2. The yield is 0.830. (2) The reactants are C(=O)([O-])[O-].[Na+].[Na+].[Br:7][C:8]1[CH:9]=[C:10]([CH:16]=[CH:17][C:18]=1[OH:19])[C:11]([O:13][CH2:14][CH3:15])=[O:12].[C:20](OC=C)(=O)[CH3:21]. The catalyst is C1(C)C=CC=CC=1. The product is [Br:7][C:8]1[CH:9]=[C:10]([CH:16]=[CH:17][C:18]=1[O:19][CH:20]=[CH2:21])[C:11]([O:13][CH2:14][CH3:15])=[O:12]. The yield is 0.790. (3) The reactants are CS(C)=O.[Cl-].[CH3:6][C:7]1[N:12]2[N:13]=[C:14]([CH2:16][OH:17])[N:15]=[C:11]2[N:10]=[C:9]2[CH2:18][CH2:19][CH2:20][C:8]=12.C(N(CC)CC)C. The catalyst is ClCCl.O. The product is [CH3:6][C:7]1[N:12]2[N:13]=[C:14]([CH:16]=[O:17])[N:15]=[C:11]2[N:10]=[C:9]2[CH2:18][CH2:19][CH2:20][C:8]=12. The yield is 0.890. (4) The reactants are [F:1][C:2]1[CH:34]=[CH:33][C:5]([CH2:6][N:7]2[C:16](=[O:17])[C:15]([C:18]3[NH:23][C:22]4[CH:24]=[CH:25][C:26](I)=[CH:27][C:21]=4[S:20](=[O:30])(=[O:29])[N:19]=3)=[C:14]([OH:31])[C@H:13]3[C@@H:8]2[C@H:9]2[CH2:32][C@@H:12]3[CH2:11][CH2:10]2)=[CH:4][CH:3]=1.[CH:35]1([S:38]([NH2:41])(=[O:40])=[O:39])[CH2:37][CH2:36]1.N(CC(O)=O)C.P([O-])([O-])([O-])=O.[K+].[K+].[K+]. The catalyst is CN(C)C=O.[Cu]I. The product is [F:1][C:2]1[CH:34]=[CH:33][C:5]([CH2:6][N:7]2[C:16](=[O:17])[C:15]([C:18]3[NH:23][C:22]4[CH:24]=[CH:25][C:26]([NH:41][S:38]([CH:35]5[CH2:37][CH2:36]5)(=[O:40])=[O:39])=[CH:27][C:21]=4[S:20](=[O:30])(=[O:29])[N:19]=3)=[C:14]([OH:31])[C@H:13]3[C@@H:8]2[C@H:9]2[CH2:32][C@@H:12]3[CH2:11][CH2:10]2)=[CH:4][CH:3]=1. The yield is 0.960. (5) The reactants are [Br:1]N1C(=O)CCC1=O.CSC.[F:12][C:13]([F:28])([F:27])[C:14]1[CH:15]=[C:16]([C@@H:24](O)[CH3:25])[CH:17]=[C:18]([C:20]([F:23])([F:22])[F:21])[CH:19]=1.CCCCCC. The catalyst is ClCCl. The product is [Br:1][C@@H:24]([C:16]1[CH:15]=[C:14]([C:13]([F:28])([F:27])[F:12])[CH:19]=[C:18]([C:20]([F:23])([F:22])[F:21])[CH:17]=1)[CH3:25]. The yield is 0.580. (6) The reactants are [Cl:1][C:2]1[N:10]=[CH:9][N:8]=[C:7]2[C:3]=1[N:4]=[CH:5][N:6]2[C@H:11]1[C@@H:15]2[O:16][C:17]([CH3:20])([CH3:19])[O:18][C@@H:14]2[C@@H:13]([CH2:21][CH2:22][S:23](Cl)(=[O:25])=[O:24])[O:12]1.[NH3:27]. The catalyst is CN(C)C=O.CO. The product is [Cl:1][C:2]1[N:10]=[CH:9][N:8]=[C:7]2[C:3]=1[N:4]=[CH:5][N:6]2[C@H:11]1[C@@H:15]2[O:16][C:17]([CH3:20])([CH3:19])[O:18][C@@H:14]2[C@@H:13]([CH2:21][CH2:22][S:23]([NH2:27])(=[O:25])=[O:24])[O:12]1. The yield is 0.420. (7) The reactants are [O:1]=[C:2]1[CH2:8][CH2:7][N:6]([C:9]([O:11][C:12]([CH3:15])([CH3:14])[CH3:13])=[O:10])[CH2:5][CH2:4][CH:3]1[C:16]([O:18][CH2:19][CH3:20])=[O:17].[CH3:21]C1C(=O)CCN(C(OC(C)(C)C)=O)C1. No catalyst specified. The product is [CH3:21][CH:8]1[CH2:7][N:6]([C:9]([O:11][C:12]([CH3:15])([CH3:14])[CH3:13])=[O:10])[CH2:5][CH2:4][CH:3]([C:16]([O:18][CH2:19][CH3:20])=[O:17])[C:2]1=[O:1]. The yield is 1.00. (8) The reactants are C1(C2NN=C(N[C:10]3[N:15]=[C:14]([NH:16][C@H:17](C4C=CC(F)=CC=4)C)[C:13]([CH2:26]NC(=O)CN4CCOCC4)=C[C:11]=3[F:37])C=2)CC1.Cl[C:39]1[N:46]=[C:45]([NH:47][C:48]2[CH:52]=[C:51]([CH3:53])[NH:50][N:49]=2)[C:44]([Cl:54])=[CH:43][C:40]=1[C:41]#[N:42].CC[N:57](C(C)C)C(C)C. The catalyst is CCCCO. The product is [Cl:54][C:44]1[C:45]([NH:47][C:48]2[CH:52]=[C:51]([CH3:53])[NH:50][N:49]=2)=[N:46][C:39]([NH:57][CH:13]([C:14]2[N:15]=[CH:10][C:11]([F:37])=[CH:17][N:16]=2)[CH3:26])=[C:40]([CH:43]=1)[C:41]#[N:42]. The yield is 0.150. (9) The reactants are [O:1]1[C:10]2[C:5](=[CH:6][CH:7]=[CH:8][CH:9]=2)[CH:4]([O:11][C:12]2[C:20]3[N:19]=[C:18]([CH3:21])[N:17]([CH3:22])[C:16]=3[CH:15]=[C:14]([C:23](O)=[O:24])[CH:13]=2)[CH2:3][CH2:2]1.[C:26]([N:29]1[CH2:34][CH2:33][NH:32][CH2:31][CH2:30]1)(=[O:28])[CH3:27]. No catalyst specified. The product is [C:26]([N:29]1[CH2:34][CH2:33][N:32]([C:23]([C:14]2[CH:13]=[C:12]([O:11][CH:4]3[C:5]4[C:10](=[CH:9][CH:8]=[CH:7][CH:6]=4)[O:1][CH2:2][CH2:3]3)[C:20]3[N:19]=[C:18]([CH3:21])[N:17]([CH3:22])[C:16]=3[CH:15]=2)=[O:24])[CH2:31][CH2:30]1)(=[O:28])[CH3:27]. The yield is 0.380.